Dataset: Forward reaction prediction with 1.9M reactions from USPTO patents (1976-2016). Task: Predict the product of the given reaction. (1) Given the reactants [OH:1][C:2]1[CH:3]=[C:4]([CH:7]=[CH:8][CH:9]=1)[CH2:5][OH:6].C[O-].[Na+].[CH2:13](Cl)[C:14]#[CH:15], predict the reaction product. The product is: [CH2:15]([O:1][C:2]1[CH:3]=[C:4]([CH:7]=[CH:8][CH:9]=1)[CH2:5][OH:6])[C:14]#[CH:13]. (2) Given the reactants [CH2:1]([O:3][C:4]([C:6]1[CH:7]=[N:8][NH:9][CH:10]=1)=[O:5])[CH3:2].Cl[C:12]1[CH:17]=[CH:16][CH:15]=[CH:14][N:13]=1.C(=O)([O-])[O-].[Cs+].[Cs+].CCCCCCC.C(OCC)(=O)C, predict the reaction product. The product is: [CH2:1]([O:3][C:4]([C:6]1[CH:7]=[N:8][N:9]([C:12]2[CH:17]=[CH:16][CH:15]=[CH:14][N:13]=2)[CH:10]=1)=[O:5])[CH3:2].